From a dataset of Forward reaction prediction with 1.9M reactions from USPTO patents (1976-2016). Predict the product of the given reaction. (1) Given the reactants [NH:1]1[CH:5]=[CH:4][CH:3]=[CH:2]1.[OH-].[Na+].[C:8]1([CH3:18])[CH:13]=[CH:12][C:11]([S:14](Cl)(=[O:16])=[O:15])=[CH:10][CH:9]=1, predict the reaction product. The product is: [C:8]1([CH3:18])[CH:13]=[CH:12][C:11]([S:14]([N:1]2[CH:5]=[CH:4][CH:3]=[CH:2]2)(=[O:16])=[O:15])=[CH:10][CH:9]=1. (2) Given the reactants Br[C:2]1[S:6][C:5]([NH:7][C:8]([NH:10][C:11]2[CH:16]=[CH:15][C:14]([CH3:17])=[CH:13][C:12]=2[C:18]([CH:20]2[CH2:24][CH2:23][CH2:22][CH2:21]2)=[O:19])=[O:9])=[N:4][CH:3]=1.[CH3:25][O:26][C:27](=[O:35])[C:28]1[CH:33]=[CH:32][CH:31]=[N:30][C:29]=1[SH:34], predict the reaction product. The product is: [CH3:25][O:26][C:27](=[O:35])[C:28]1[CH:33]=[CH:32][CH:31]=[N:30][C:29]=1[S:34][C:2]1[S:6][C:5]([NH:7][C:8]([NH:10][C:11]2[CH:16]=[CH:15][C:14]([CH3:17])=[CH:13][C:12]=2[C:18]([CH:20]2[CH2:24][CH2:23][CH2:22][CH2:21]2)=[O:19])=[O:9])=[N:4][CH:3]=1. (3) Given the reactants C(OC([N:8]1[CH2:12][CH2:11][CH:10]([O:13][C:14](=[O:16])[CH3:15])[CH:9]1[CH2:17][C:18]1[C:26]2[C:21](=[CH:22][C:23]([F:27])=[CH:24][CH:25]=2)[NH:20][C:19]=1[Cl:28])=O)(C)(C)C.C(O)(C(F)(F)F)=O, predict the reaction product. The product is: [Cl:28][C:19]1[NH:20][C:21]2[C:26]([C:18]=1[CH2:17][CH:9]1[CH:10]([O:13][C:14](=[O:16])[CH3:15])[CH2:11][CH2:12][NH:8]1)=[CH:25][CH:24]=[C:23]([F:27])[CH:22]=2. (4) Given the reactants [Cl:1][C:2]1[C:7]([Cl:8])=[C:6]([OH:9])[CH:5]=[CH:4][C:3]=1[CH2:10][CH2:11][C:12]([C:14]1[S:15][C:16]([C:19]2[CH:24]=[CH:23][C:22]([C:25]([F:28])([F:27])[F:26])=[CH:21][CH:20]=2)=[CH:17][CH:18]=1)=[O:13].I[CH2:30][CH2:31][CH2:32][C:33]([CH3:39])([CH3:38])[C:34]([O:36][CH3:37])=[O:35], predict the reaction product. The product is: [Cl:8][C:7]1[C:2]([Cl:1])=[C:3]([CH2:10][CH2:11][C:12](=[O:13])[C:14]2[S:15][C:16]([C:19]3[CH:24]=[CH:23][C:22]([C:25]([F:27])([F:28])[F:26])=[CH:21][CH:20]=3)=[CH:17][CH:18]=2)[CH:4]=[CH:5][C:6]=1[O:9][CH2:30][CH2:31][CH2:32][C:33]([CH3:39])([CH3:38])[C:34]([O:36][CH3:37])=[O:35]. (5) Given the reactants [OH:1][C:2]1[C:7]([OH:8])=[C:6]([CH3:9])[C:5]([O:10][CH2:11][O:12][CH3:13])=[CH:4][C:3]=1[CH:14]([OH:20])[C:15]([O:17][CH2:18][CH3:19])=[O:16].[C:21]1(C)C=CC=CC=1, predict the reaction product. The product is: [OH:20][CH:14]([C:3]1[C:2]2[O:1][CH2:21][O:8][C:7]=2[C:6]([CH3:9])=[C:5]([O:10][CH2:11][O:12][CH3:13])[CH:4]=1)[C:15]([O:17][CH2:18][CH3:19])=[O:16]. (6) The product is: [N:1]([C:4]1[CH:5]=[C:6]([CH:7]=[CH:8][C:9]=1[O:10][CH2:11][C:12]#[CH:13])[CH:14]=[O:15])=[N+:2]=[N-:3]. Given the reactants [N:1]([C:4]1[CH:5]=[C:6]([CH2:14][OH:15])[CH:7]=[CH:8][C:9]=1[O:10][CH2:11][C:12]#[CH:13])=[N+:2]=[N-:3].[Cr](Cl)([O-])(=O)=O.[NH+]1C=CC=CC=1.CCOC(C)=O, predict the reaction product. (7) Given the reactants [Cl:1][C:2]1[CH:3]=[N:4][C:5]2[N:6]([N:8]=[C:9]([C:11]([OH:13])=O)[CH:10]=2)[CH:7]=1.[N:14]1[CH:15]=[CH:16][N:17]2[CH2:22][CH2:21][NH:20][CH2:19][C:18]=12, predict the reaction product. The product is: [Cl:1][C:2]1[CH:3]=[N:4][C:5]2[N:6]([N:8]=[C:9]([C:11]([N:20]3[CH2:21][CH2:22][N:17]4[CH:16]=[CH:15][N:14]=[C:18]4[CH2:19]3)=[O:13])[CH:10]=2)[CH:7]=1.